From a dataset of Full USPTO retrosynthesis dataset with 1.9M reactions from patents (1976-2016). Predict the reactants needed to synthesize the given product. (1) Given the product [F:16][C:15]1[CH:14]=[C:13]([CH:21]([CH3:22])[C:20]([O:19][CH2:17][CH3:18])=[O:24])[CH:12]=[N:11][C:10]=1[N+:7]([O-:9])=[O:8], predict the reactants needed to synthesize it. The reactants are: CC(C)([O-])C.[K+].[N+:7]([C:10]1[C:15]([F:16])=[CH:14][CH:13]=[CH:12][N:11]=1)([O-:9])=[O:8].[CH2:17]([O:19][C:20](=[O:24])[CH:21](Cl)[CH3:22])[CH3:18].Cl. (2) Given the product [CH3:24][O:25][C:26]([CH:28]1[CH2:35][CH:34]2[N:36]([C:37]([C:2]3[CH:3]=[CH:4][C:5]4[C:10](=[C:9]([C:12]([F:13])([F:15])[F:14])[C:8]([O:16][CH:17]5[CH2:18][CH2:19][CH:20]([CH3:23])[CH2:21][CH2:22]5)=[CH:7][CH:6]=4)[CH:11]=3)=[O:38])[CH:30]([CH2:31][CH2:32][CH2:33]2)[CH2:29]1)=[O:27], predict the reactants needed to synthesize it. The reactants are: Br[C:2]1[CH:11]=[C:10]2[C:5]([CH:6]=[CH:7][C:8]([O:16][CH:17]3[CH2:22][CH2:21][CH:20]([CH3:23])[CH2:19][CH2:18]3)=[C:9]2[C:12]([F:15])([F:14])[F:13])=[CH:4][CH:3]=1.[CH3:24][O:25][C:26]([CH:28]1[CH2:35][CH:34]2[NH:36][CH:30]([CH2:31][CH2:32][CH2:33]2)[CH2:29]1)=[O:27].[C:37](=O)([O-])[O-:38].[K+].[K+].ClCCl.O1CCOCC1.